Dataset: Reaction yield outcomes from USPTO patents with 853,638 reactions. Task: Predict the reaction yield, written as a fraction of the theoretical maximum amount of product (1.0 means a 100% yield; for example, 0.34 means a 34% yield). (1) The reactants are Cl[C:2]1[CH:7]=[C:6]([Cl:8])[N:5]=[N:4][C:3]=1[C:9]([O:11][CH2:12][CH3:13])=[O:10].[CH:14]1([C:17]2[N:22]=[C:21]([NH2:23])[CH:20]=[CH:19][CH:18]=2)[CH2:16][CH2:15]1. The catalyst is C(#N)C. The product is [Cl:8][C:6]1[N:5]=[N:4][C:3]([C:9]([O:11][CH2:12][CH3:13])=[O:10])=[C:2]([NH:23][C:21]2[CH:20]=[CH:19][CH:18]=[C:17]([CH:14]3[CH2:16][CH2:15]3)[N:22]=2)[CH:7]=1. The yield is 0.340. (2) The reactants are [B:10]1([B:10]2[O:14][C:13]([CH3:16])([CH3:15])[C:12]([CH3:18])([CH3:17])[O:11]2)[O:14][C:13]([CH3:16])([CH3:15])[C:12]([CH3:18])([CH3:17])[O:11]1.C(OOC(=O)C1C=CC=CC=1)(=O)C1C=CC=CC=1.N[C:38]1[CH:48]=[CH:47][C:41]([C:42]([O:44][CH2:45][CH3:46])=[O:43])=[CH:40][CH:39]=1.N(OC(C)(C)C)=O. The catalyst is C(#N)C. The product is [CH3:16][C:13]1([CH3:15])[C:12]([CH3:17])([CH3:18])[O:11][B:10]([C:38]2[CH:48]=[CH:47][C:41]([C:42]([O:44][CH2:45][CH3:46])=[O:43])=[CH:40][CH:39]=2)[O:14]1. The yield is 0.790. (3) The reactants are [F:1][C:2]1[CH:8]=[CH:7][C:5]([NH2:6])=[CH:4][C:3]=1[N+:9]([O-:11])=[O:10].[C:12](OC(=O)C)(=[O:14])[CH3:13]. No catalyst specified. The product is [F:1][C:2]1[CH:8]=[CH:7][C:5]([NH:6][C:12](=[O:14])[CH3:13])=[CH:4][C:3]=1[N+:9]([O-:11])=[O:10]. The yield is 0.700. (4) The reactants are Br[CH2:2][C:3]1[CH:8]=[CH:7][CH:6]=[CH:5][CH:4]=1.[Cl:9][C:10]1[CH:11]=[C:12]([NH:22][C:23](=[O:30])[C:24]2[CH:29]=[CH:28][CH:27]=[CH:26][N:25]=2)[CH:13]=[CH:14][C:15]=1[N:16]1[CH2:21][CH2:20][NH:19][CH2:18][CH2:17]1.C([O-])([O-])=O.[K+].[K+]. The catalyst is C(#N)C. The product is [CH2:2]([N:19]1[CH2:20][CH2:21][N:16]([C:15]2[CH:14]=[CH:13][C:12]([NH:22][C:23](=[O:30])[C:24]3[CH:29]=[CH:28][CH:27]=[CH:26][N:25]=3)=[CH:11][C:10]=2[Cl:9])[CH2:17][CH2:18]1)[C:3]1[CH:8]=[CH:7][CH:6]=[CH:5][CH:4]=1. The yield is 0.200.